This data is from Full USPTO retrosynthesis dataset with 1.9M reactions from patents (1976-2016). The task is: Predict the reactants needed to synthesize the given product. (1) Given the product [Br:14][C:15]1[CH:20]=[CH:19][CH:18]=[CH:17][C:16]=1[C:21]1[CH2:22][CH:23]([CH3:27])[N:24]([C:11]([C:9]2[CH:10]=[C:5]3[N:4]=[CH:3][C:2]([Br:1])=[CH:7][N:6]3[N:8]=2)=[O:13])[CH2:25][CH:26]=1, predict the reactants needed to synthesize it. The reactants are: [Br:1][C:2]1[CH:3]=[N:4][C:5]2[N:6]([N:8]=[C:9]([C:11]([OH:13])=O)[CH:10]=2)[CH:7]=1.[Br:14][C:15]1[CH:20]=[CH:19][CH:18]=[CH:17][C:16]=1[C:21]1[CH2:22][CH:23]([CH3:27])[NH:24][CH2:25][CH:26]=1. (2) Given the product [N:4]([CH2:5][C@H:6]1[CH2:7][CH2:8][C@H:9]([C:12]([OH:14])=[O:13])[CH2:10][CH2:11]1)=[C:1]=[S:3], predict the reactants needed to synthesize it. The reactants are: [C:1](=[S:3])=S.[NH2:4][CH2:5][C@H:6]1[CH2:11][CH2:10][C@H:9]([C:12]([OH:14])=[O:13])[CH2:8][CH2:7]1.C(N(CC)CC)C.II.Cl. (3) Given the product [ClH:14].[NH2:1][CH2:2][C:3]1[CH:4]=[CH:5][C:6]([C:7]([O:9][CH3:16])=[O:8])=[CH:10][CH:11]=1, predict the reactants needed to synthesize it. The reactants are: [NH2:1][CH2:2][C:3]1[CH:11]=[CH:10][C:6]([C:7]([OH:9])=[O:8])=[CH:5][CH:4]=1.S(Cl)([Cl:14])=O.[CH3:16]O. (4) The reactants are: [N:1]1[CH:6]=[CH:5][C:4]([CH:7](S(C2C=CC(C)=CC=2)(=O)=O)[NH:8][C:9](=[O:16])[C:10]2[CH:15]=[CH:14][CH:13]=[CH:12][CH:11]=2)=[CH:3][CH:2]=1. Given the product [O:16]=[C:9]([C:10]1[CH:15]=[CH:14][CH:13]=[CH:12][CH:11]=1)[CH:7]([NH:8][C:9](=[O:16])[C:10]1[CH:11]=[CH:12][CH:13]=[CH:14][CH:15]=1)[C:4]1[CH:3]=[CH:2][N:1]=[CH:6][CH:5]=1, predict the reactants needed to synthesize it. (5) Given the product [CH3:1][S:2]([NH:6][C:7]1[CH:8]=[C:9]([CH:15]=[C:16]([N:18]2[CH2:19][CH2:20][O:21][CH2:22][CH2:23]2)[CH:17]=1)[C:10]([O:12][CH2:13][CH3:14])=[O:11])(=[O:4])=[O:3], predict the reactants needed to synthesize it. The reactants are: [CH3:1][S:2](Cl)(=[O:4])=[O:3].[NH2:6][C:7]1[CH:8]=[C:9]([CH:15]=[C:16]([N:18]2[CH2:23][CH2:22][O:21][CH2:20][CH2:19]2)[CH:17]=1)[C:10]([O:12][CH2:13][CH3:14])=[O:11].N1C=CC=CC=1. (6) Given the product [CH3:1][C:2]1([CH3:17])[C:6]([CH3:8])([CH3:7])[O:5][B:4]([C:9]2[CH:10]=[C:11]([CH:14]=[CH:15][CH:16]=2)[CH2:12][NH:18][CH2:19][CH2:20][OH:21])[O:3]1, predict the reactants needed to synthesize it. The reactants are: [CH3:1][C:2]1([CH3:17])[C:6]([CH3:8])([CH3:7])[O:5][B:4]([C:9]2[CH:10]=[C:11]([CH:14]=[CH:15][CH:16]=2)[CH:12]=O)[O:3]1.[NH2:18][CH2:19][CH2:20][OH:21].C(O[BH-](OC(=O)C)OC(=O)C)(=O)C.[Na+].CC(O)=O. (7) The reactants are: [CH3:1][C:2]1[NH:3][C:4]2[C:9]([CH:10]=1)=[CH:8][C:7]([NH2:11])=[CH:6][CH:5]=2.[N:12]1[CH:17]=[CH:16][C:15]([CH2:18][NH:19][C:20]([C:22]2[S:30][C:29]3[C:24](=[N:25][CH:26]=[CH:27][C:28]=3Cl)[CH:23]=2)=[O:21])=[CH:14][CH:13]=1. Given the product [N:12]1[CH:17]=[CH:16][C:15]([CH2:18][NH:19][C:20]([C:22]2[S:30][C:29]3[C:24](=[N:25][CH:26]=[CH:27][C:28]=3[NH:11][C:7]3[CH:8]=[C:9]4[C:4](=[CH:5][CH:6]=3)[NH:3][C:2]([CH3:1])=[CH:10]4)[CH:23]=2)=[O:21])=[CH:14][CH:13]=1, predict the reactants needed to synthesize it. (8) Given the product [CH3:30][O:18][C:17]([C:15]1[N:16]=[C:11]2[C:10]([C:20]3[CH:29]=[CH:28][C:27]4[C:22](=[CH:23][CH:24]=[CH:25][CH:26]=4)[CH:21]=3)=[N:9][N:8]([CH2:1][C:2]3[CH:3]=[CH:4][CH:5]=[CH:6][CH:7]=3)[C:12]2=[N:13][CH:14]=1)=[O:19], predict the reactants needed to synthesize it. The reactants are: [CH2:1]([N:8]1[C:12]2=[N:13][CH:14]=[C:15]([C:17]([OH:19])=[O:18])[N:16]=[C:11]2[C:10]([C:20]2[CH:29]=[CH:28][C:27]3[C:22](=[CH:23][CH:24]=[CH:25][CH:26]=3)[CH:21]=2)=[N:9]1)[C:2]1[CH:7]=[CH:6][CH:5]=[CH:4][CH:3]=1.[C:30](=O)([O-])[O-].[K+].[K+].CI.